Dataset: Reaction yield outcomes from USPTO patents with 853,638 reactions. Task: Predict the reaction yield, written as a fraction of the theoretical maximum amount of product (1.0 means a 100% yield; for example, 0.34 means a 34% yield). (1) The reactants are Cl[C:2]1[CH:7]=[C:6]([Cl:8])[N:5]=[C:4]([NH:9][C:10]2[CH:15]=[CH:14][C:13]([C:16]([F:19])([F:18])[F:17])=[CH:12][CH:11]=2)[N:3]=1.[N:20]1[C:29]2[C:24](=[CH:25][CH:26]=[CH:27][CH:28]=2)[C:23](B(O)O)=[CH:22][CH:21]=1.C([O-])([O-])=O.[K+].[K+]. The catalyst is O1CCOCC1.O.C1C=CC([P]([Pd]([P](C2C=CC=CC=2)(C2C=CC=CC=2)C2C=CC=CC=2)([P](C2C=CC=CC=2)(C2C=CC=CC=2)C2C=CC=CC=2)[P](C2C=CC=CC=2)(C2C=CC=CC=2)C2C=CC=CC=2)(C2C=CC=CC=2)C2C=CC=CC=2)=CC=1. The product is [Cl:8][C:6]1[CH:7]=[C:2]([C:23]2[C:24]3[C:29](=[CH:28][CH:27]=[CH:26][CH:25]=3)[N:20]=[CH:21][CH:22]=2)[N:3]=[C:4]([NH:9][C:10]2[CH:15]=[CH:14][C:13]([C:16]([F:19])([F:18])[F:17])=[CH:12][CH:11]=2)[N:5]=1. The yield is 0.420. (2) The reactants are [NH2:1][C:2]1[C:3]([C:10]([O:12][CH3:13])=[O:11])=[N:4][C:5](Br)=[C:6]([F:8])[CH:7]=1.[F:14][C:15]1[CH:20]=[C:19]([O:21][CH:22]2[CH2:27][CH2:26][O:25][CH2:24][CH2:23]2)[CH:18]=[C:17]([F:28])[C:16]=1B1OC(C)(C)C(C)(C)O1. No catalyst specified. The product is [NH2:1][C:2]1[C:3]([C:10]([O:12][CH3:13])=[O:11])=[N:4][C:5]([C:16]2[C:17]([F:28])=[CH:18][C:19]([O:21][CH:22]3[CH2:23][CH2:24][O:25][CH2:26][CH2:27]3)=[CH:20][C:15]=2[F:14])=[C:6]([F:8])[CH:7]=1. The yield is 0.650. (3) The reactants are Br[C:2]1[C:7]([F:8])=[CH:6][CH:5]=[CH:4][C:3]=1[F:9].[F:10][C:11]1[CH:16]=[CH:15][C:14](B(O)O)=[CH:13][C:12]=1[CH:20]=[O:21].C([O-])([O-])=O.[Na+].[Na+].O. The catalyst is C1(C)C=CC=CC=1.C1C=CC(P(C2C=CC=CC=2)[C-]2C=CC=C2)=CC=1.C1C=CC(P(C2C=CC=CC=2)[C-]2C=CC=C2)=CC=1.Cl[Pd]Cl.[Fe+2]. The product is [F:9][C:3]1[CH:4]=[CH:5][CH:6]=[C:7]([F:8])[C:2]=1[C:14]1[CH:15]=[CH:16][C:11]([F:10])=[C:12]([CH:20]=[O:21])[CH:13]=1. The yield is 0.494. (4) The reactants are [C:1]1(C)[C:2]([S:7](Cl)(=[O:9])=[O:8])=[CH:3][CH:4]=[CH:5][CH:6]=1.[CH2:12](N(CC)CC)C.[OH:19][CH2:20][CH2:21][CH2:22][CH2:23][CH2:24][CH2:25][CH2:26][CH2:27][CH2:28][O:29][C:30]1[CH:31]=[C:32]([C:36]([NH2:38])=[O:37])[CH:33]=[CH:34][CH:35]=1.C([O-])(O)=O.[Na+]. The catalyst is C(Cl)Cl. The product is [CH3:12][C:5]1[CH:6]=[CH:1][C:2]([S:7]([O:19][CH2:20][CH2:21][CH2:22][CH2:23][CH2:24][CH2:25][CH2:26][CH2:27][CH2:28][O:29][C:30]2[CH:35]=[CH:34][CH:33]=[C:32]([C:36]([NH2:38])=[O:37])[CH:31]=2)(=[O:8])=[O:9])=[CH:3][CH:4]=1. The yield is 0.690. (5) The product is [Cl:1][C:2]1[CH:7]=[C:6]([Cl:8])[CH:5]=[CH:4][C:3]=1[N:9]1[C:13]([C:14]2[CH:15]=[CH:16][C:17]([N:20]([CH3:21])[CH3:22])=[CH:18][CH:19]=2)=[C:12]([CH3:23])[C:11]([C:24]([N:31]2[CH2:30][CH2:29][C:28]([C:34]3[CH:39]=[CH:38][CH:37]=[CH:36][CH:35]=3)([OH:27])[CH2:33][CH2:32]2)=[O:25])=[N:10]1. The reactants are [Cl:1][C:2]1[CH:7]=[C:6]([Cl:8])[CH:5]=[CH:4][C:3]=1[N:9]1[C:13]([C:14]2[CH:19]=[CH:18][C:17]([N:20]([CH3:22])[CH3:21])=[CH:16][CH:15]=2)=[C:12]([CH3:23])[C:11]([C:24](O)=[O:25])=[N:10]1.[OH:27][C:28]1([C:34]2[CH:39]=[CH:38][CH:37]=[CH:36][CH:35]=2)[CH2:33][CH2:32][NH:31][CH2:30][CH2:29]1.F[P-](F)(F)(F)(F)F.N1(O[P+](N(C)C)(N(C)C)N(C)C)C2C=CC=CC=2N=N1.C(N(CC)CC)C. The catalyst is O1CCCC1. The yield is 0.500.